Dataset: Reaction yield outcomes from USPTO patents with 853,638 reactions. Task: Predict the reaction yield, written as a fraction of the theoretical maximum amount of product (1.0 means a 100% yield; for example, 0.34 means a 34% yield). (1) The reactants are [NH2:1][C:2]1[N:7]=[C:6]([C:8]2[CH:15]=[C:14](F)[C:11]([C:12]#[N:13])=[C:10]([NH:17][CH2:18][CH2:19][CH2:20][C:21]3[C:22]([CH3:27])=[N:23][NH:24][C:25]=3[CH3:26])[CH:9]=2)[CH:5]=[CH:4][N:3]=1.O.[NH2:29][NH2:30]. The catalyst is CCO. The product is [NH2:1][C:2]1[N:7]=[C:6]([C:8]2[CH:9]=[C:10]([NH:17][CH2:18][CH2:19][CH2:20][C:21]3[C:25]([CH3:26])=[N:24][NH:23][C:22]=3[CH3:27])[C:11]3[C:12]([NH2:13])=[N:29][NH:30][C:14]=3[CH:15]=2)[CH:5]=[CH:4][N:3]=1. The yield is 0.320. (2) The reactants are Cl[CH2:2][C:3]1[NH:4][C:5](=[O:12])[C:6]2[S:11][CH:10]=[CH:9][C:7]=2[N:8]=1.[Cl:13][C:14]1[C:15]([O:37][CH3:38])=[CH:16][C:17]([O:35][CH3:36])=[C:18]([CH2:20][CH2:21][C:22]2([CH:30]3[CH2:34][CH2:33][CH2:32][CH2:31]3)[O:27][C:26](=[O:28])[CH2:25][C:24](=[O:29])[CH2:23]2)[CH:19]=1. No catalyst specified. The product is [Cl:13][C:14]1[C:15]([O:37][CH3:38])=[CH:16][C:17]([O:35][CH3:36])=[C:18]([CH2:20][CH2:21][C:22]2([CH:30]3[CH2:34][CH2:33][CH2:32][CH2:31]3)[O:27][C:26](=[O:28])[C:25]([CH2:2][C:3]3[NH:4][C:5](=[O:12])[C:6]4[S:11][CH:10]=[CH:9][C:7]=4[N:8]=3)=[C:24]([OH:29])[CH2:23]2)[CH:19]=1. The yield is 0.200.